From a dataset of Forward reaction prediction with 1.9M reactions from USPTO patents (1976-2016). Predict the product of the given reaction. (1) Given the reactants [Cl:1][C:2]1[CH:21]=[N:20][CH:19]=[C:18]([Cl:22])[C:3]=1[C:4]([NH:6][C:7]1[CH:12]=[C:11]([C:13]([F:16])([F:15])[F:14])[CH:10]=[CH:9][C:8]=1[OH:17])=O.C(Cl)(Cl)(Cl)Cl.C1(P(C2C=CC=CC=2)C2C=CC=CC=2)C=CC=CC=1.C(N(CC)CC)C, predict the reaction product. The product is: [Cl:1][C:2]1[CH:21]=[N:20][CH:19]=[C:18]([Cl:22])[C:3]=1[C:4]1[O:17][C:8]2[CH:9]=[CH:10][C:11]([C:13]([F:16])([F:15])[F:14])=[CH:12][C:7]=2[N:6]=1. (2) Given the reactants [C:1]([N:20]1[CH:24]=[C:23]([C:25]2[S:26][CH:27]=[CH:28][C:29]=2[NH2:30])[N:22]=[CH:21]1)([C:14]1[CH:19]=[CH:18][CH:17]=[CH:16][CH:15]=1)([C:8]1[CH:13]=[CH:12][CH:11]=[CH:10][CH:9]=1)[C:2]1[CH:7]=[CH:6][CH:5]=[CH:4][CH:3]=1.[CH3:31][O:32][C:33]1[CH:38]=[CH:37][C:36]([CH2:39][C:40](O)=[O:41])=[CH:35][CH:34]=1, predict the reaction product. The product is: [CH3:31][O:32][C:33]1[CH:38]=[CH:37][C:36]([CH2:39][C:40]([NH:30][C:29]2[CH:28]=[CH:27][S:26][C:25]=2[C:23]2[N:22]=[CH:21][N:20]([C:1]([C:14]3[CH:19]=[CH:18][CH:17]=[CH:16][CH:15]=3)([C:2]3[CH:3]=[CH:4][CH:5]=[CH:6][CH:7]=3)[C:8]3[CH:9]=[CH:10][CH:11]=[CH:12][CH:13]=3)[CH:24]=2)=[O:41])=[CH:35][CH:34]=1. (3) Given the reactants [C:1]([C:3]1[N:7]2[CH:8]=[CH:9][N:10]=[CH:11][C:6]2=[N:5][CH:4]=1)#[CH:2].[CH3:12][N:13]([CH2:15][C:16]1[N:17]([C:21]2[CH:22]=[C:23]([NH:31][C:32](=[O:41])[C:33]3[CH:38]=[CH:37][C:36]([CH3:39])=[C:35](I)[CH:34]=3)[CH:24]=[C:25]([C:27]([F:30])([F:29])[F:28])[CH:26]=2)[CH:18]=[CH:19][N:20]=1)[CH3:14], predict the reaction product. The product is: [CH3:14][N:13]([CH2:15][C:16]1[N:17]([C:21]2[CH:22]=[C:23]([NH:31][C:32](=[O:41])[C:33]3[CH:34]=[CH:35][C:36]([CH3:39])=[C:37]([C:2]#[C:1][C:3]4[N:7]5[CH:8]=[CH:9][N:10]=[CH:11][C:6]5=[N:5][CH:4]=4)[CH:38]=3)[CH:24]=[C:25]([C:27]([F:28])([F:29])[F:30])[CH:26]=2)[CH:18]=[CH:19][N:20]=1)[CH3:12]. (4) Given the reactants [NH2:1][C:2]1[CH:3]=[N:4][C:5]2[C:10]([C:11]=1[NH:12][CH2:13][CH2:14][C:15]([O:17][CH2:18][CH3:19])=[O:16])=[CH:9][CH:8]=[CH:7][CH:6]=2.[C:20](OCC)(OCC)(OCC)[CH3:21], predict the reaction product. The product is: [CH3:20][C:21]1[N:12]([CH2:13][CH2:14][C:15]([O:17][CH2:18][CH3:19])=[O:16])[C:11]2[C:10]3[CH:9]=[CH:8][CH:7]=[CH:6][C:5]=3[N:4]=[CH:3][C:2]=2[N:1]=1. (5) Given the reactants [Cl:1][C:2]1[CH:7]=[CH:6][CH:5]=[CH:4][C:3]=1[CH:8]([O:10][C:11](=[O:26])[NH:12][C:13]1[C:14]([CH3:25])=[N:15][O:16][C:17]=1[C:18]1[CH:23]=[CH:22][CH:21]=[C:20](Br)[CH:19]=1)[CH3:9].[CH2:27]([O:29][C:30](=[O:49])[CH2:31][C:32]1[CH:37]=[CH:36][C:35]([O:38][CH3:39])=[C:34](B2OC(C)(C)C(C)(C)O2)[CH:33]=1)[CH3:28].C(=O)([O-])[O-].[K+].[K+], predict the reaction product. The product is: [CH2:27]([O:29][C:30](=[O:49])[CH2:31][C:32]1[CH:33]=[C:34]([C:20]2[CH:21]=[CH:22][CH:23]=[C:18]([C:17]3[O:16][N:15]=[C:14]([CH3:25])[C:13]=3[NH:12][C:11]([O:10][CH:8]([C:3]3[CH:4]=[CH:5][CH:6]=[CH:7][C:2]=3[Cl:1])[CH3:9])=[O:26])[CH:19]=2)[C:35]([O:38][CH3:39])=[CH:36][CH:37]=1)[CH3:28].